This data is from Forward reaction prediction with 1.9M reactions from USPTO patents (1976-2016). The task is: Predict the product of the given reaction. (1) The product is: [P:2]([OH:9])([OH:4])([O:14][CH:15]1[CH2:20][CH2:19][N:18]([CH2:21][CH2:22][CH2:23][O:24][C:25]2[CH:34]=[C:33]3[C:28]([C:29]([NH:35][C:36]4[CH:37]=[N:38][C:39]([NH:42][C:43](=[O:51])[C:44]5[CH:49]=[CH:48][CH:47]=[C:46]([Cl:50])[CH:45]=5)=[CH:40][CH:41]=4)=[N:30][CH:31]=[N:32]3)=[CH:27][C:26]=2[O:52][CH3:53])[CH2:17][CH2:16]1)=[O:3]. Given the reactants Cl.[P:2]([O:14][CH:15]1[CH2:20][CH2:19][N:18]([CH2:21][CH2:22][CH2:23][O:24][C:25]2[CH:34]=[C:33]3[C:28]([C:29]([NH:35][C:36]4[CH:37]=[N:38][C:39]([NH:42][C:43](=[O:51])[C:44]5[CH:49]=[CH:48][CH:47]=[C:46]([Cl:50])[CH:45]=5)=[CH:40][CH:41]=4)=[N:30][CH:31]=[N:32]3)=[CH:27][C:26]=2[O:52][CH3:53])[CH2:17][CH2:16]1)([O:9]C(C)(C)C)([O:4]C(C)(C)C)=[O:3].C(OCC)C, predict the reaction product. (2) Given the reactants O=[C:2]([C:5]1[CH:10]=[CH:9][CH:8]=[CH:7][CH:6]=1)[CH:3]=O.[F:11][C:12]1[CH:25]=[CH:24][C:15]([CH2:16][C:17]2[N:18]([NH2:23])[C:19]([NH2:22])=[N:20][N:21]=2)=[CH:14][CH:13]=1, predict the reaction product. The product is: [F:11][C:12]1[CH:25]=[CH:24][C:15]([CH2:16][C:17]2[N:18]3[N:23]=[CH:3][C:2]([C:5]4[CH:10]=[CH:9][CH:8]=[CH:7][CH:6]=4)=[N:22][C:19]3=[N:20][N:21]=2)=[CH:14][CH:13]=1. (3) Given the reactants Br[CH2:2][CH2:3][N:4]1[CH:8]=[C:7]([NH:9][C:10]([C:12]2[CH:13]=[N:14][N:15]3[CH:20]=[CH:19][CH:18]=[N:17][C:16]=23)=[O:11])[C:6]([C:21]2[CH:26]=[C:25]([Cl:27])[CH:24]=[CH:23][C:22]=2[O:28][CH:29]([F:31])[F:30])=[N:5]1.C(N(CC)CC)C.Cl.[NH2:40][CH2:41][C:42]([O:44][CH2:45][CH3:46])=[O:43], predict the reaction product. The product is: [Cl:27][C:25]1[CH:24]=[CH:23][C:22]([O:28][CH:29]([F:31])[F:30])=[C:21]([C:6]2[C:7]([NH:9][C:10]([C:12]3[CH:13]=[N:14][N:15]4[CH:20]=[CH:19][CH:18]=[N:17][C:16]=34)=[O:11])=[CH:8][N:4]([CH2:3][CH2:2][NH:40][CH2:41][C:42]([O:44][CH2:45][CH3:46])=[O:43])[N:5]=2)[CH:26]=1. (4) Given the reactants ClC1C=CC=C(C(OO)=[O:9])C=1.[CH3:12][C:13]1[CH:14]=[C:15]2[C:19](=[CH:20][CH:21]=1)[N:18]([C:22]1[CH:27]=[CH:26][CH:25]=[CH:24][CH:23]=1)[C:17](=[O:28])[C:16]2=[O:29].O, predict the reaction product. The product is: [CH3:12][C:13]1[CH:21]=[CH:20][C:19]2[N:18]([C:22]3[CH:27]=[CH:26][CH:25]=[CH:24][CH:23]=3)[C:17](=[O:9])[O:28][C:16](=[O:29])[C:15]=2[CH:14]=1.